This data is from Reaction yield outcomes from USPTO patents with 853,638 reactions. The task is: Predict the reaction yield, written as a fraction of the theoretical maximum amount of product (1.0 means a 100% yield; for example, 0.34 means a 34% yield). (1) The reactants are [NH2:1][C@@H:2]1[C@H:6]([NH:7][C:8]2[N:17]=[CH:16][C:15]3[C:10](=[CH:11][CH:12]=[C:13]([C:18]4[C:23]([Cl:24])=[C:22]([O:25][CH3:26])[CH:21]=[C:20]([O:27][CH3:28])[C:19]=4[Cl:29])[CH:14]=3)[N:9]=2)[CH2:5][C@@H:4]([C:30]([N:32]([CH3:34])[CH3:33])=[O:31])[CH2:3]1.CCN(C(C)C)C(C)C.[C:44](Cl)(=[O:47])[CH:45]=[CH2:46]. The catalyst is C(Cl)Cl. The product is [C:44]([NH:1][C@@H:2]1[C@H:6]([NH:7][C:8]2[N:17]=[CH:16][C:15]3[C:10](=[CH:11][CH:12]=[C:13]([C:18]4[C:23]([Cl:24])=[C:22]([O:25][CH3:26])[CH:21]=[C:20]([O:27][CH3:28])[C:19]=4[Cl:29])[CH:14]=3)[N:9]=2)[CH2:5][C@@H:4]([C:30]([N:32]([CH3:34])[CH3:33])=[O:31])[CH2:3]1)(=[O:47])[CH:45]=[CH2:46]. The yield is 0.780. (2) The reactants are [Cl:1][C:2]1[C:7]([O:8][CH3:9])=[CH:6][C:5]([OH:10])=[C:4]([N+:11]([O-:13])=[O:12])[CH:3]=1.C([O-])([O-])=O.[Cs+].[Cs+].[CH2:20]([CH:22]1[O:24][CH2:23]1)Cl. The catalyst is CN(C=O)C. The product is [Cl:1][C:2]1[C:7]([O:8][CH3:9])=[CH:6][C:5]([O:10][CH2:20][CH:22]2[CH2:23][O:24]2)=[C:4]([N+:11]([O-:13])=[O:12])[CH:3]=1. The yield is 0.620. (3) The reactants are [CH3:1][C:2]([CH3:22])([CH3:21])[C:3]#[C:4][C:5]1[CH:10]=[C:9]([N+:11]([O-:13])=[O:12])[CH:8]=[C:7]([F:14])[C:6]=1[NH:15]C(=O)CCC.CC([O-])(C)C.[K+].O. The catalyst is CN(C=O)C. The product is [C:2]([C:3]1[NH:15][C:6]2[C:5]([CH:4]=1)=[CH:10][C:9]([N+:11]([O-:13])=[O:12])=[CH:8][C:7]=2[F:14])([CH3:22])([CH3:21])[CH3:1]. The yield is 0.810. (4) The reactants are [H-].[Na+].[C:3](#[N:5])[CH3:4].[C:6]1([CH2:12][C:13](OCC)=[O:14])[CH:11]=[CH:10][CH:9]=[CH:8][CH:7]=1. The catalyst is O1CCOCC1. The product is [O:14]=[C:13]([CH2:12][C:6]1[CH:11]=[CH:10][CH:9]=[CH:8][CH:7]=1)[CH2:4][C:3]#[N:5]. The yield is 0.360. (5) The reactants are [Br:1][C:2]1[CH:7]=[CH:6][C:5]([O:8][C:9]2[CH:14]=[CH:13][CH:12]=[CH:11][CH:10]=2)=[C:4]([N+:15]([O-])=O)[CH:3]=1.Cl[Sn]Cl. No catalyst specified. The product is [Br:1][C:2]1[CH:7]=[CH:6][C:5]([O:8][C:9]2[CH:14]=[CH:13][CH:12]=[CH:11][CH:10]=2)=[C:4]([NH2:15])[CH:3]=1. The yield is 1.00.